The task is: Predict the reaction yield, written as a fraction of the theoretical maximum amount of product (1.0 means a 100% yield; for example, 0.34 means a 34% yield).. This data is from Reaction yield outcomes from USPTO patents with 853,638 reactions. The reactants are [CH3:1][O:2][C:3]1[CH:4]=[C:5]2[C:10](=[CH:11][C:12]=1[O:13][CH3:14])[N:9]=[CH:8][N:7]=[C:6]2[O:15][C:16]1[CH:22]=[CH:21][C:19]([NH2:20])=[CH:18][CH:17]=1.Cl[C:24](Cl)([O:26][C:27](=[O:33])OC(Cl)(Cl)Cl)Cl.[CH:35]1(CO)[CH2:38][CH2:37][CH2:36]1.C(=O)(O)[O-].[Na+]. The catalyst is C(Cl)Cl.C(N(CC)CC)C.C1(C)C=CC=CC=1. The product is [CH3:1][O:2][C:3]1[CH:4]=[C:5]2[C:10](=[CH:11][C:12]=1[O:13][CH3:14])[N:9]=[CH:8][N:7]=[C:6]2[O:15][C:16]1[CH:22]=[CH:21][C:19]([NH:20][C:27](=[O:33])[O:26][CH2:24][CH:35]2[CH2:38][CH2:37][CH2:36]2)=[CH:18][CH:17]=1. The yield is 0.670.